From a dataset of Antibody paratope prediction from SAbDab with 1,023 antibody chains. Token-level Classification. Given an antibody amino acid sequence, predict which amino acid positions are active in antigen binding. Output is a list of indices for active paratope positions. (1) The paratope positions are: [52, 83, 84, 85, 104]. Given the antibody sequence: QVHLQQSGAELMKPGASVKISCKATGYTFTSYWIEWVKQRPGHGLEWLGEILPGSGYIHYNEKFKGKATFTTDTSSNTAYMQLSSLTSEDSAVYYCSRALALYAMDYWGQGTSVTVSS, which amino acid positions are active in antigen binding (paratope)? (2) Given the antibody sequence: EVQLVESGGGVVQPGRSLRLSCAASGFTFSVYGMNWVRQAPGKGLEWVAIIWYDGDNQYYADSVKGRFTISRDNSKNTLYLQMNGLRAEDTAVYYCARDLRTGPFDYWGQGTLVTVSS, which amino acid positions are active in antigen binding (paratope)? The paratope positions are: [52, 83, 84, 85, 104]. (3) Given the antibody sequence: DIQMTQSPSSLSASVGDRVTITCRASQSVSSAVAWYQQKPGKAPKLLIYSASSLYSGVPSRFSGSRSGTDFTLTISSLQPEDFATYYCQQYSSYSSLFTFGQGTKVEIK, which amino acid positions are active in antigen binding (paratope)? The paratope positions are: [95, 96]. (4) Given the antibody sequence: EVKLQESGPSLVQPSQTLSLTCTVSGFSLTSNSVHWVRQPPGQGLEWMGGIWGDGRTDYNSALKSRLSISRDTSKSQVFLKMNSLQTDDTAIYFCTRCRRDSSYVVDAWGQGASVTVSS, which amino acid positions are active in antigen binding (paratope)? The paratope positions are: [52, 82, 83, 84, 103, 104, 105].